Task: Predict the reaction yield, written as a fraction of the theoretical maximum amount of product (1.0 means a 100% yield; for example, 0.34 means a 34% yield).. Dataset: Reaction yield outcomes from USPTO patents with 853,638 reactions (1) The reactants are Br[C:2]1[C:11]2[C:6](=[CH:7][CH:8]=[CH:9][CH:10]=2)[C:5]([Br:12])=[N:4][N:3]=1.CN1CCCC1=O.C(=O)([O-])[O-].[K+].[K+].[C:26]([O:30][C:31](=[O:40])[N:32]([CH3:39])[CH:33]1[CH2:38][CH2:37][NH:36][CH2:35][CH2:34]1)([CH3:29])([CH3:28])[CH3:27]. The catalyst is O. The product is [Br:12][C:5]1[C:6]2[C:11](=[CH:10][CH:9]=[CH:8][CH:7]=2)[C:2]([N:36]2[CH2:35][CH2:34][CH:33]([N:32]([CH3:39])[C:31](=[O:40])[O:30][C:26]([CH3:27])([CH3:28])[CH3:29])[CH2:38][CH2:37]2)=[N:3][N:4]=1. The yield is 0.950. (2) The reactants are [O:1]1[CH2:6][CH2:5][N:4]([CH2:7][C:8]2[CH:29]=[CH:28][CH:27]=[CH:26][C:9]=2[O:10][CH2:11][CH2:12][N:13]2[C:21]3[C:16](=[CH:17][CH:18]=[C:19]([C:22](OC)=[O:23])[CH:20]=3)[CH:15]=[CH:14]2)[CH2:3][CH2:2]1.[OH-:30].[Na+].[NH2:32]O.O. The catalyst is CO. The product is [O:1]1[CH2:2][CH2:3][N:4]([CH2:7][C:8]2[CH:29]=[CH:28][CH:27]=[CH:26][C:9]=2[O:10][CH2:11][CH2:12][N:13]2[C:21]3[C:16](=[CH:17][CH:18]=[C:19]([C:22]([NH:32][OH:30])=[O:23])[CH:20]=3)[CH:15]=[CH:14]2)[CH2:5][CH2:6]1. The yield is 0.290. (3) The reactants are [C:1]([O:5][C:6]([N:8]1[CH2:13][CH2:12][CH:11]([O:14][C:15]2[CH:20]=[CH:19][C:18]([N+:21]([O-])=O)=[CH:17][C:16]=2[C:24](=[O:26])[NH2:25])[CH2:10][CH2:9]1)=[O:7])([CH3:4])([CH3:3])[CH3:2]. The catalyst is CO.[Pd]. The product is [C:1]([O:5][C:6]([N:8]1[CH2:13][CH2:12][CH:11]([O:14][C:15]2[CH:20]=[CH:19][C:18]([NH2:21])=[CH:17][C:16]=2[C:24](=[O:26])[NH2:25])[CH2:10][CH2:9]1)=[O:7])([CH3:4])([CH3:2])[CH3:3]. The yield is 0.910. (4) The reactants are [CH:1]1([CH2:6][CH2:7][CH2:8][CH2:9][CH2:10][CH2:11][CH2:12][CH2:13][CH2:14][CH2:15][C:16]([O:18][CH2:19][CH2:20][O:21][CH2:22][CH2:23][N:24]([CH2:27][CH3:28])[CH2:25][CH3:26])=[O:17])[CH2:5][CH2:4][CH2:3][CH2:2]1.[CH:29]1([CH2:34][CH2:35][CH2:36][CH2:37][CH2:38][CH2:39][CH2:40][CH2:41][CH2:42][CH2:43][CH2:44][CH2:45][C:46]([O:48][CH2:49][CH2:50][O:51][CH2:52][CH2:53][N:54]([CH2:57][CH3:58])[CH2:55][CH3:56])=[O:47])[CH2:33][CH2:32][CH2:31][CH2:30]1.[S:59]([O:65]CC)([O:62][CH2:63][CH3:64])(=[O:61])=[O:60]. The catalyst is C(OC(C)C)(C)C. The product is [CH2:63]([O:62][S:59]([O-:65])(=[O:61])=[O:60])[CH3:64].[CH:1]1([CH2:6][CH2:7][CH2:8][CH2:9][CH2:10][CH2:11][CH2:12][CH2:13][CH2:14][CH2:15][C:16]([O:18][CH2:19][CH2:20][O:21][CH2:22][CH2:23][N+:24]([CH2:29][CH3:30])([CH2:25][CH3:26])[CH2:27][CH3:28])=[O:17])[CH2:5][CH2:4][CH2:3][CH2:2]1.[CH2:63]([O:62][S:59]([O-:65])(=[O:61])=[O:60])[CH3:64].[CH:29]1([CH2:34][CH2:35][CH2:36][CH2:37][CH2:38][CH2:39][CH2:40][CH2:41][CH2:42][CH2:43][CH2:44][CH2:45][C:46]([O:48][CH2:49][CH2:50][O:51][CH2:52][CH2:53][N+:54]([CH2:1][CH3:2])([CH2:57][CH3:58])[CH2:55][CH3:56])=[O:47])[CH2:33][CH2:32][CH2:31][CH2:30]1. The yield is 0.980. (5) The reactants are [CH3:1][N:2]([CH3:6])[CH2:3][CH2:4][OH:5].[H-].[Na+].[NH:9]1[CH:13]=[CH:12][N:11]=[C:10]1[C:14]1[CH:15]=[CH:16][C:17]([CH3:38])=[C:18]([NH:20][C:21](=[O:37])[C:22]2[CH:27]=[CH:26][C:25]([O:28][CH2:29][C:30]3[CH:35]=[CH:34][CH:33]=[C:32](Br)[N:31]=3)=[CH:24][CH:23]=2)[CH:19]=1. The catalyst is CN(C=O)C. The product is [NH:9]1[CH:13]=[CH:12][N:11]=[C:10]1[C:14]1[CH:15]=[CH:16][C:17]([CH3:38])=[C:18]([NH:20][C:21](=[O:37])[C:22]2[CH:23]=[CH:24][C:25]([O:28][CH2:29][C:30]3[CH:35]=[CH:34][CH:33]=[C:32]([O:5][CH2:4][CH2:3][N:2]([CH3:6])[CH3:1])[N:31]=3)=[CH:26][CH:27]=2)[CH:19]=1. The yield is 0.328. (6) The reactants are [F:1][C:2]1[CH:7]=[CH:6][C:5]([C:8]2[C:12]([CH2:13][O:14][C:15]3[CH:23]=[CH:22][C:18]([C:19]([OH:21])=O)=[CH:17][N:16]=3)=[C:11]([CH3:24])[O:10][N:9]=2)=[CH:4][CH:3]=1.F[B-](F)(F)F.[N:30]1(OC(N(C)C)=[N+](C)C)[C:34]2[CH:35]=CC=C[C:33]=2N=N1.C(N(CC)C(C)C)(C)C.C(N)(C)C. The catalyst is CN(C=O)C. The product is [F:1][C:2]1[CH:3]=[CH:4][C:5]([C:8]2[C:12]([CH2:13][O:14][C:15]3[CH:23]=[CH:22][C:18]([C:19]([NH:30][CH:34]([CH3:35])[CH3:33])=[O:21])=[CH:17][N:16]=3)=[C:11]([CH3:24])[O:10][N:9]=2)=[CH:6][CH:7]=1. The yield is 0.790.